The task is: Predict the reaction yield, written as a fraction of the theoretical maximum amount of product (1.0 means a 100% yield; for example, 0.34 means a 34% yield).. This data is from Reaction yield outcomes from USPTO patents with 853,638 reactions. The yield is 0.730. The catalyst is C(O)C.[Pd]. The reactants are [CH:1]1([C:4]2[C:13]3[C:8](=[CH:9][CH:10]=[CH:11][CH:12]=3)[C:7]([N+:14]([O-])=O)=[CH:6][CH:5]=2)[CH2:3][CH2:2]1. The product is [NH2:14][C:7]1[C:8]2[C:13](=[CH:12][CH:11]=[CH:10][CH:9]=2)[C:4]([CH:1]2[CH2:3][CH2:2]2)=[CH:5][CH:6]=1.